This data is from Catalyst prediction with 721,799 reactions and 888 catalyst types from USPTO. The task is: Predict which catalyst facilitates the given reaction. (1) Reactant: [CH2:1]([S:8][C:9]1[N:13]=[CH:12][N:11]([C:14](=[O:18])[N:15]([CH3:17])[CH3:16])[N:10]=1)[C:2]1[CH:7]=[CH:6][CH:5]=[CH:4][CH:3]=1.ClC1C=CC=C(C(OO)=[O:27])C=1.C(OCC)(=O)C.[OH2:36]. Product: [CH2:1]([S:8]([C:9]1[N:13]=[CH:12][N:11]([C:14](=[O:18])[N:15]([CH3:16])[CH3:17])[N:10]=1)(=[O:27])=[O:36])[C:2]1[CH:3]=[CH:4][CH:5]=[CH:6][CH:7]=1. The catalyst class is: 2. (2) Reactant: CN(C(ON1N=NC2C=CC=CC1=2)=[N+](C)C)C.[B-](F)(F)(F)F.C(N(C(C)C)CC)(C)C.[CH2:32]([O:34][C:35]([C:37]1[CH:41]=[N:40][N:39]([CH2:42][CH3:43])[C:38]=1[C:44]([OH:46])=O)=[O:36])[CH3:33].[C:47]1([C:53]2[N:54]=[C:55]3[N:60]=[C:59]([NH2:61])[CH:58]=[CH:57][N:56]3[CH:62]=2)[CH:52]=[CH:51][CH:50]=[CH:49][CH:48]=1. Product: [CH2:32]([O:34][C:35]([C:37]1[CH:41]=[N:40][N:39]([CH2:42][CH3:43])[C:38]=1[C:44](=[O:46])[NH:61][C:59]1[CH:58]=[CH:57][N:56]2[CH:62]=[C:53]([C:47]3[CH:52]=[CH:51][CH:50]=[CH:49][CH:48]=3)[N:54]=[C:55]2[N:60]=1)=[O:36])[CH3:33]. The catalyst class is: 18. (3) Reactant: [F:1][C:2]1[CH:7]=[CH:6][C:5]([O:8][CH3:9])=[CH:4][C:3]=1[C:10]1[CH:15]=[CH:14][C:13]([CH2:16]O)=[CH:12][C:11]=1[N:18]1[CH2:23][CH2:22][CH2:21][CH2:20][CH2:19]1.S(Cl)([Cl:26])=O. Product: [Cl:26][CH2:16][C:13]1[CH:14]=[CH:15][C:10]([C:3]2[CH:4]=[C:5]([O:8][CH3:9])[CH:6]=[CH:7][C:2]=2[F:1])=[C:11]([N:18]2[CH2:23][CH2:22][CH2:21][CH2:20][CH2:19]2)[CH:12]=1. The catalyst class is: 85. (4) Reactant: [CH2:1]([C:8]1[CH:13]=[C:12](Br)[CH:11]=[C:10]([Br:15])[CH:9]=1)[C:2]1[CH:7]=[CH:6][CH:5]=[CH:4][CH:3]=1.[Li]CCCC.CON(C)C([CH2:26][C:27]1[CH:32]=[N:31][CH:30]=[CH:29][N:28]=1)=O.C([O:36]CC)C. Product: [N:28]1[CH:29]=[CH:30][N:31]=[CH:32][C:27]=1[C:26]([C:12]1[CH:11]=[C:10]([Br:15])[CH:9]=[C:8]([CH2:1][C:2]2[CH:3]=[CH:4][CH:5]=[CH:6][CH:7]=2)[CH:13]=1)=[O:36]. The catalyst class is: 13. (5) Reactant: OOS([O-])=O.[K+].FC(F)(F)C(OC(=O)C(F)(F)F)=[O:10].[C:20]([C:23]1[C:24]([CH:61]2[CH2:66][CH2:65][N:64](C(OC(C)(C)C)=O)[CH2:63][CH2:62]2)=[N:25][C:26]2[N:27]([N:46]=[CH:47][C:48]=2[C:49]2[CH:50]=[N:51][C:52]([C:55]3[CH:60]=[CH:59][CH:58]=[CH:57][CH:56]=3)=[CH:53][CH:54]=2)[C:28]=1[N:29](COCC[Si](C)(C)C)COCC[Si](C)(C)C)(=[O:22])[CH3:21].C1(I)C=CC=CC=1. Product: [NH2:29][C:28]1[N:27]2[N:46]=[CH:47][C:48]([C:49]3[CH:50]=[N:51][C:52]([C:55]4[CH:60]=[CH:59][CH:58]=[CH:57][CH:56]=4)=[CH:53][CH:54]=3)=[C:26]2[N:25]=[C:24]([CH:61]2[CH2:66][CH2:65][NH:64][CH2:63][CH2:62]2)[C:23]=1[C:20](=[O:22])[CH2:21][OH:10]. The catalyst class is: 47. (6) Reactant: [S:1]1[CH:5]=[CH:4][CH:3]=[C:2]1[C:6]1[N:10]=[C:9]([CH:11]2[CH2:16][CH2:15][N:14]([C:17](=[O:28])[CH2:18][N:19]3[CH:23]=[C:22]([Si](C)(C)C)[N:21]=[N:20]3)[CH2:13][CH2:12]2)[O:8][N:7]=1.[F-].C([N+](CCCC)(CCCC)CCCC)CCC. Product: [S:1]1[CH:5]=[CH:4][CH:3]=[C:2]1[C:6]1[N:10]=[C:9]([CH:11]2[CH2:16][CH2:15][N:14]([C:17](=[O:28])[CH2:18][N:19]3[CH:23]=[CH:22][N:21]=[N:20]3)[CH2:13][CH2:12]2)[O:8][N:7]=1. The catalyst class is: 1. (7) Reactant: [OH:1][CH:2]1[CH2:7][CH2:6][CH2:5][CH:4]([C:8]([O:10][CH2:11][CH3:12])=[O:9])[CH2:3]1.[Br:13][C:14]1[CH:19]=[CH:18][C:17]([S:20](Cl)(=[O:22])=[O:21])=[CH:16][CH:15]=1.CC(=O)OCC. Product: [Br:13][C:14]1[CH:19]=[CH:18][C:17]([S:20]([O:1][CH:2]2[CH2:7][CH2:6][CH2:5][CH:4]([C:8]([O:10][CH2:11][CH3:12])=[O:9])[CH2:3]2)(=[O:22])=[O:21])=[CH:16][CH:15]=1. The catalyst class is: 2.